From a dataset of NCI-60 drug combinations with 297,098 pairs across 59 cell lines. Regression. Given two drug SMILES strings and cell line genomic features, predict the synergy score measuring deviation from expected non-interaction effect. Cell line: MOLT-4. Synergy scores: CSS=36.0, Synergy_ZIP=8.66, Synergy_Bliss=8.51, Synergy_Loewe=2.65, Synergy_HSA=9.91. Drug 2: C1=C(C(=O)NC(=O)N1)F. Drug 1: CS(=O)(=O)C1=CC(=C(C=C1)C(=O)NC2=CC(=C(C=C2)Cl)C3=CC=CC=N3)Cl.